From a dataset of Catalyst prediction with 721,799 reactions and 888 catalyst types from USPTO. Predict which catalyst facilitates the given reaction. (1) Reactant: [Cl:1][C:2]1[C:7]([Cl:8])=[CH:6][C:5]([NH2:9])=[C:4]([NH2:10])[CH:3]=1.[C:11](N1C=CN=C1)(N1C=CN=C1)=[O:12].O. Product: [Cl:1][C:2]1[C:7]([Cl:8])=[CH:6][C:5]2[NH:9][C:11](=[O:12])[NH:10][C:4]=2[CH:3]=1. The catalyst class is: 7. (2) Reactant: C(S[C:4]1[NH:5][C:6](=[O:14])[C:7]2[CH2:12][S:11][CH:10]([CH3:13])[C:8]=2[N:9]=1)C.Cl.CC(O)=[O:18]. Product: [CH3:13][CH:10]1[C:8]2[NH:9][C:4](=[O:18])[NH:5][C:6](=[O:14])[C:7]=2[CH2:12][S:11]1. The catalyst class is: 6.